Predict the reactants needed to synthesize the given product. From a dataset of Full USPTO retrosynthesis dataset with 1.9M reactions from patents (1976-2016). (1) Given the product [CH2:37]([C:4]([OH:31])([CH2:33][CH3:32])[CH2:5][O:6][C:7]1[CH:12]=[CH:11][C:10]([C:13]([C:18]2[CH:28]=[CH:27][C:21]([O:22][CH2:23][C:24]([OH:26])=[O:25])=[C:20]([CH3:29])[CH:19]=2)([CH2:16][CH3:17])[CH2:14][CH3:15])=[CH:9][C:8]=1[CH3:30])[CH3:38], predict the reactants needed to synthesize it. The reactants are: C(O[C:4](=[O:31])[CH2:5][O:6][C:7]1[CH:12]=[CH:11][C:10]([C:13]([C:18]2[CH:28]=[CH:27][C:21]([O:22][CH2:23][C:24]([OH:26])=[O:25])=[C:20]([CH3:29])[CH:19]=2)([CH2:16][CH3:17])[CH2:14][CH3:15])=[CH:9][C:8]=1[CH3:30])C.[CH3:32][CH2:33][Mg+].[Br-].O[C:37](C)(C)[CH2:38]OC1C=CC(C(C2C=CC(OCC(O)=O)=C(C)C=2)(CC)CC)=CC=1C. (2) Given the product [CH2:31]([O:30][CH:29]([NH2:46])[CH:16]([O:15][CH2:1][CH2:2][CH2:3][CH2:4][CH2:5][CH2:6][CH2:7][CH2:8][CH2:9][CH2:10][CH2:11][CH2:12][CH2:13][CH3:14])[CH3:17])[CH2:32][CH2:33][CH2:34][CH2:35][CH2:36][CH2:37][CH2:38][CH2:39][CH2:40][CH2:41][CH2:42][CH2:43][CH3:44], predict the reactants needed to synthesize it. The reactants are: [CH2:1]([O:15][CH:16]([CH2:29][O:30][CH2:31][CH2:32][CH2:33][CH2:34][CH2:35][CH2:36][CH2:37][CH2:38][CH2:39][CH2:40][CH2:41][CH2:42][CH2:43][CH3:44])[CH2:17]N1C(=O)C2=CC=CC=C2C1=O)[CH2:2][CH2:3][CH2:4][CH2:5][CH2:6][CH2:7][CH2:8][CH2:9][CH2:10][CH2:11][CH2:12][CH2:13][CH3:14].O.[NH2:46]N.